This data is from Orexin1 receptor HTS with 218,158 compounds and 233 confirmed actives. The task is: Binary Classification. Given a drug SMILES string, predict its activity (active/inactive) in a high-throughput screening assay against a specified biological target. The drug is O=C(NC(Cc1ccccc1)C(OC)=O)C1(C(C1)C(NC(OCc1ccccc1)=O)c1ccccc1)C. The result is 0 (inactive).